From a dataset of NCI-60 drug combinations with 297,098 pairs across 59 cell lines. Regression. Given two drug SMILES strings and cell line genomic features, predict the synergy score measuring deviation from expected non-interaction effect. (1) Drug 1: CC12CCC3C(C1CCC2O)C(CC4=C3C=CC(=C4)O)CCCCCCCCCS(=O)CCCC(C(F)(F)F)(F)F. Drug 2: N.N.Cl[Pt+2]Cl. Cell line: MALME-3M. Synergy scores: CSS=52.5, Synergy_ZIP=-5.09, Synergy_Bliss=-7.89, Synergy_Loewe=-17.5, Synergy_HSA=-5.21. (2) Drug 1: C1=NC2=C(N1)C(=S)N=C(N2)N. Drug 2: C1C(C(OC1N2C=NC(=NC2=O)N)CO)O. Cell line: CAKI-1. Synergy scores: CSS=49.9, Synergy_ZIP=-9.29, Synergy_Bliss=-5.98, Synergy_Loewe=-0.947, Synergy_HSA=0.302. (3) Drug 1: CC(C)(C#N)C1=CC(=CC(=C1)CN2C=NC=N2)C(C)(C)C#N. Drug 2: N.N.Cl[Pt+2]Cl. Cell line: SF-295. Synergy scores: CSS=34.4, Synergy_ZIP=0.0869, Synergy_Bliss=-0.692, Synergy_Loewe=-5.94, Synergy_HSA=-4.77. (4) Cell line: NCI-H522. Drug 2: C1=NC2=C(N1)C(=S)N=CN2. Synergy scores: CSS=60.8, Synergy_ZIP=-2.95, Synergy_Bliss=-2.07, Synergy_Loewe=-2.37, Synergy_HSA=-1.51. Drug 1: CN(CC1=CN=C2C(=N1)C(=NC(=N2)N)N)C3=CC=C(C=C3)C(=O)NC(CCC(=O)O)C(=O)O.